From a dataset of Forward reaction prediction with 1.9M reactions from USPTO patents (1976-2016). Predict the product of the given reaction. (1) Given the reactants [CH3:1][CH:2]([C:4]1[CH:9]=[CH:8][CH:7]=[CH:6][C:5]=1[N:10]1[CH2:15][CH2:14][NH:13][CH2:12][C:11]1=[O:16])[CH3:3].C(Cl)CCl.[Cl:21][C:22]1[C:30]([C:31]([F:34])([F:33])[F:32])=[CH:29][CH:28]=[CH:27][C:23]=1[C:24](O)=[O:25].C(O)(=O)CC(CC(O)=O)(C(O)=O)O, predict the reaction product. The product is: [Cl:21][C:22]1[C:30]([C:31]([F:33])([F:34])[F:32])=[CH:29][CH:28]=[CH:27][C:23]=1[C:24]([N:13]1[CH2:14][CH2:15][N:10]([C:5]2[CH:6]=[CH:7][CH:8]=[CH:9][C:4]=2[CH:2]([CH3:1])[CH3:3])[C:11](=[O:16])[CH2:12]1)=[O:25]. (2) The product is: [F:22][C:20]1[CH:21]=[C:12]([NH:11][S:8]([C:5]2[CH:4]=[CH:3][C:2]([N:24]3[CH:28]=[CH:27][N:26]=[N:25]3)=[CH:7][N:6]=2)(=[O:10])=[O:9])[CH:13]=[C:14]([F:23])[C:15]=1[C:16]([O:18][CH3:19])=[O:17].[F:22][C:20]1[CH:21]=[C:12]([NH:11][S:8]([C:5]2[CH:4]=[CH:3][C:2]([N:25]3[N:26]=[CH:27][CH:28]=[N:24]3)=[CH:7][N:6]=2)(=[O:10])=[O:9])[CH:13]=[C:14]([F:23])[C:15]=1[C:16]([O:18][CH3:19])=[O:17]. Given the reactants Br[C:2]1[CH:3]=[CH:4][C:5]([S:8]([NH:11][C:12]2[CH:21]=[C:20]([F:22])[C:15]([C:16]([O:18][CH3:19])=[O:17])=[C:14]([F:23])[CH:13]=2)(=[O:10])=[O:9])=[N:6][CH:7]=1.[NH:24]1[CH:28]=[CH:27][N:26]=[N:25]1.P([O-])([O-])([O-])=O.[K+].[K+].[K+].CN(C1CCCCC1)C, predict the reaction product.